From a dataset of Catalyst prediction with 721,799 reactions and 888 catalyst types from USPTO. Predict which catalyst facilitates the given reaction. (1) Reactant: [Br:1][C:2]1[CH:7]=[CH:6][CH:5]=[C:4]([Br:8])[CH:3]=1.[N+:9]([O-])([O-:11])=[O:10].[K+]. Product: [Br:1][C:2]1[CH:3]=[C:4]([Br:8])[CH:5]=[CH:6][C:7]=1[N+:9]([O-:11])=[O:10]. The catalyst class is: 65. (2) Product: [Br:1][C:2]1[CH:3]=[C:4]([CH:8]=[O:9])[S:5][C:6]=1[S:22][C:16]1[CH:21]=[CH:20][CH:19]=[CH:18][CH:17]=1. Reactant: [Br:1][C:2]1[CH:3]=[C:4]([CH:8]=[O:9])[S:5][C:6]=1Br.C(=O)([O-])[O-].[K+].[K+].[C:16]1([SH:22])[CH:21]=[CH:20][CH:19]=[CH:18][CH:17]=1.O. The catalyst class is: 9. (3) Reactant: [NH:1]1[C:9]2[C:4](=[CH:5][CH:6]=[CH:7][CH:8]=2)[C:3]([CH2:10][CH2:11][C:12]([OH:14])=[O:13])=[CH:2]1.[CH2:15](O)[CH3:16]. Product: [CH2:15]([O:13][C:12](=[O:14])[CH2:11][CH2:10][C:3]1[C:4]2[C:9](=[CH:8][CH:7]=[CH:6][CH:5]=2)[NH:1][CH:2]=1)[CH3:16]. The catalyst class is: 65. (4) Reactant: [N-:1]=[N+:2]=[N-:3].[Na+].[CH2:5]([O:7][C:8](=[O:22])[C@@H:9]1[CH2:13][CH:12](OS(C)(=O)=O)[CH2:11][N:10]1[C:19](=[O:21])[CH3:20])[CH3:6]. Product: [CH2:5]([O:7][C:8](=[O:22])[C@@H:9]1[CH2:13][CH:12]([N:1]=[N+:2]=[N-:3])[CH2:11][N:10]1[C:19](=[O:21])[CH3:20])[CH3:6]. The catalyst class is: 3. (5) Reactant: [CH2:1]([NH:7][C:8]([N:10]1[C:18]2[C:13](=[N:14][CH:15]=[CH:16][CH:17]=2)[NH:12][C:11]1=[O:19])=[O:9])[CH2:2][CH2:3][CH2:4][CH2:5][CH3:6].IC.[C:22](=O)([O-])[O-].[Cs+].[Cs+]. Product: [CH2:1]([NH:7][C:8]([N:10]1[C:18]2[C:13](=[N:14][CH:15]=[CH:16][CH:17]=2)[N:12]([CH3:22])[C:11]1=[O:19])=[O:9])[CH2:2][CH2:3][CH2:4][CH2:5][CH3:6]. The catalyst class is: 3.